From a dataset of Reaction yield outcomes from USPTO patents with 853,638 reactions. Predict the reaction yield, written as a fraction of the theoretical maximum amount of product (1.0 means a 100% yield; for example, 0.34 means a 34% yield). (1) The reactants are [Cl:1][C:2]1[C:3]([OH:12])=[CH:4][C:5]2[O:9][CH2:8][C:7](=[O:10])[C:6]=2[CH:11]=1.[C:13]([O:17][C:18]([N:20]1[CH2:25][CH2:24][NH:23][CH2:22][CH2:21]1)=[O:19])([CH3:16])([CH3:15])[CH3:14].[CH2:26]=O. The catalyst is C(O)C. The product is [Cl:1][C:2]1[C:3]([OH:12])=[C:4]([CH2:26][N:23]2[CH2:24][CH2:25][N:20]([C:18]([O:17][C:13]([CH3:16])([CH3:14])[CH3:15])=[O:19])[CH2:21][CH2:22]2)[C:5]2[O:9][CH2:8][C:7](=[O:10])[C:6]=2[CH:11]=1. The yield is 0.560. (2) The reactants are [OH-].[Na+].C[O:4][C:5](=[O:40])[CH2:6][C:7]1[CH:12]=[CH:11][C:10]([C:13]2[CH:18]=[CH:17][C:16]([C:19]([CH2:37][CH3:38])([C:22]3[CH:27]=[CH:26][C:25]([CH2:28][CH2:29][C:30]4([OH:35])[CH2:34][CH2:33][CH2:32][CH2:31]4)=[C:24]([CH3:36])[CH:23]=3)[CH2:20][CH3:21])=[CH:15][C:14]=2[CH3:39])=[CH:9][CH:8]=1.[Cl-].[NH4+]. The catalyst is CO.O1CCCC1. The product is [CH2:20]([C:19]([C:16]1[CH:17]=[CH:18][C:13]([C:10]2[CH:9]=[CH:8][C:7]([CH2:6][C:5]([OH:40])=[O:4])=[CH:12][CH:11]=2)=[C:14]([CH3:39])[CH:15]=1)([C:22]1[CH:27]=[CH:26][C:25]([CH2:28][CH2:29][C:30]2([OH:35])[CH2:34][CH2:33][CH2:32][CH2:31]2)=[C:24]([CH3:36])[CH:23]=1)[CH2:37][CH3:38])[CH3:21]. The yield is 0.760. (3) The reactants are [N:1]1[CH:6]=[CH:5][CH:4]=[C:3]([C:7]([CH:9]=O)=O)[CH:2]=1.C(=O)(O)O.[NH2:15][NH:16][C:17]([NH2:19])=[NH:18]. The catalyst is CCO. The product is [N:1]1[CH:6]=[CH:5][CH:4]=[C:3]([C:7]2[N:18]=[C:17]([NH2:19])[N:16]=[N:15][CH:9]=2)[CH:2]=1. The yield is 0.160. (4) The reactants are [CH2:1]([C:4]1[CH:9]=[CH:8][CH:7]=[CH:6][C:5]=1[NH:10][C:11]#[N:12])[CH2:2][CH3:3].C([O-])(=O)C.[Na+].C(O)(=O)C.[Br:22]Br. The catalyst is ClCCl.[Cl-].[Na+].O. The product is [Br:22][C:8]1[CH:7]=[CH:6][C:5]([NH:10][C:11]#[N:12])=[C:4]([CH2:1][CH2:2][CH3:3])[CH:9]=1. The yield is 0.240. (5) The reactants are [C:1]([O:5][C:6]([N:8]([CH2:24][CH2:25][CH2:26][CH2:27][N:28]([C:40]([O:42][C:43]([CH3:46])([CH3:45])[CH3:44])=[O:41])[CH2:29][CH2:30][CH2:31][NH:32][C:33]([O:35][C:36]([CH3:39])([CH3:38])[CH3:37])=[O:34])[CH2:9][CH2:10][CH2:11][NH:12][CH2:13][C:14]([O:16][CH2:17][C:18]1[CH:23]=[CH:22][CH:21]=[CH:20][CH:19]=1)=[O:15])=[O:7])([CH3:4])([CH3:3])[CH3:2].[CH3:47][C:48]([O:51][C:52](O[C:52]([O:51][C:48]([CH3:50])([CH3:49])[CH3:47])=[O:53])=[O:53])([CH3:50])[CH3:49]. The catalyst is CO. The product is [C:48]([O:51][C:52]([N:12]([CH2:11][CH2:10][CH2:9][N:8]([C:6]([O:5][C:1]([CH3:4])([CH3:2])[CH3:3])=[O:7])[CH2:24][CH2:25][CH2:26][CH2:27][N:28]([C:40]([O:42][C:43]([CH3:46])([CH3:45])[CH3:44])=[O:41])[CH2:29][CH2:30][CH2:31][NH:32][C:33]([O:35][C:36]([CH3:37])([CH3:39])[CH3:38])=[O:34])[CH2:13][C:14]([O:16][CH2:17][C:18]1[CH:19]=[CH:20][CH:21]=[CH:22][CH:23]=1)=[O:15])=[O:53])([CH3:50])([CH3:49])[CH3:47]. The yield is 0.990. (6) The reactants are Br[C:2]1[CH:11]=[C:10]2[C:5]([CH:6]=[C:7]([NH:12][C:13]([CH:15]3[CH2:17][CH2:16]3)=[O:14])[N:8]=[CH:9]2)=[CH:4][CH:3]=1.[C:18]1([SH:24])[CH:23]=[CH:22][CH:21]=[CH:20][CH:19]=1.CC(C)([O-])C.[Na+]. The catalyst is O1CCOCC1.CO.C1(P(C2C=CC=CC=2)[C-]2C=CC=C2)C=CC=CC=1.[C-]1(P(C2C=CC=CC=2)C2C=CC=CC=2)C=CC=C1.[Fe+2].C([O-])(=O)C.[Pd+2].C([O-])(=O)C. The product is [C:18]1([S:24][C:2]2[CH:11]=[C:10]3[C:5]([CH:6]=[C:7]([NH:12][C:13]([CH:15]4[CH2:17][CH2:16]4)=[O:14])[N:8]=[CH:9]3)=[CH:4][CH:3]=2)[CH:23]=[CH:22][CH:21]=[CH:20][CH:19]=1. The yield is 0.260. (7) The reactants are [CH2:1]([O:3][C:4](=[O:20])[CH2:5][CH:6]([N:10]1[C:14]2[CH:15]=[CH:16][CH:17]=[CH:18][C:13]=2[NH:12][C:11]1=[O:19])[CH2:7][CH2:8][CH3:9])[CH3:2].[Cl:21][C:22]1[CH:30]=[CH:29][C:28]([CH2:31][N+](C)(C)C)=[C:27]2[C:23]=1[C:24]([CH3:38])=[C:25]([CH3:37])[N:26]2[CH3:36].[I-].C(=O)([O-])[O-].[K+].[K+]. The catalyst is CN(C=O)C.O.C(OCC)(=O)C. The product is [CH2:1]([O:3][C:4](=[O:20])[CH2:5][CH:6]([N:10]1[C:14]2[CH:15]=[CH:16][CH:17]=[CH:18][C:13]=2[N:12]([CH2:31][C:28]2[CH:29]=[CH:30][C:22]([Cl:21])=[C:23]3[C:27]=2[N:26]([CH3:36])[C:25]([CH3:37])=[C:24]3[CH3:38])[C:11]1=[O:19])[CH2:7][CH2:8][CH3:9])[CH3:2]. The yield is 0.150. (8) The reactants are Cl.[Br:2][C:3]1[CH:8]=[CH:7][C:6]([O:9]N)=[CH:5][CH:4]=1.O=[C:12]1[CH2:17][CH2:16][N:15]([C:18]([O:20][C:21]([CH3:24])([CH3:23])[CH3:22])=[O:19])[CH2:14][CH2:13]1.C(=O)([O-])[O-].[K+].[K+].C(OC(OC(C)(C)C)=O)(OC(C)(C)C)=O. The yield is 0.400. The product is [Br:2][C:3]1[CH:8]=[CH:7][C:6]2[O:9][C:12]3[CH2:17][CH2:16][N:15]([C:18]([O:20][C:21]([CH3:24])([CH3:23])[CH3:22])=[O:19])[CH2:14][C:13]=3[C:5]=2[CH:4]=1. The catalyst is C(O)(=O)C.S(=O)(=O)(O)O.O. (9) The reactants are O[CH:2]([C:4]1[O:5][C:6](=[O:20])[C:7]2[C:12]([C:13]=1[C:14]1[CH:19]=[CH:18][CH:17]=[CH:16][CH:15]=1)=[CH:11][CH:10]=[CH:9][CH:8]=2)[CH3:3].P(Br)(Br)[Br:22].C(Cl)Cl. No catalyst specified. The product is [Br:22][CH:2]([C:4]1[O:5][C:6](=[O:20])[C:7]2[C:12]([C:13]=1[C:14]1[CH:19]=[CH:18][CH:17]=[CH:16][CH:15]=1)=[CH:11][CH:10]=[CH:9][CH:8]=2)[CH3:3]. The yield is 0.510. (10) The reactants are [OH:1][CH2:2][C@@H:3]1[C:11]2[C:6](=[CH:7][CH:8]=[CH:9][CH:10]=2)[CH2:5][C@@H:4]1[OH:12].N1C=CN=C1.[C:18]([Si:22]([CH3:25])([CH3:24])Cl)([CH3:21])([CH3:20])[CH3:19]. The catalyst is C(Cl)Cl. The product is [Si:22]([O:1][CH2:2][C@@H:3]1[C:11]2[C:6](=[CH:7][CH:8]=[CH:9][CH:10]=2)[CH2:5][C@@H:4]1[OH:12])([C:18]([CH3:21])([CH3:20])[CH3:19])([CH3:25])[CH3:24]. The yield is 0.620.